From a dataset of NCI-60 drug combinations with 297,098 pairs across 59 cell lines. Regression. Given two drug SMILES strings and cell line genomic features, predict the synergy score measuring deviation from expected non-interaction effect. (1) Drug 1: C1CCC(C1)C(CC#N)N2C=C(C=N2)C3=C4C=CNC4=NC=N3. Drug 2: C1=CC(=CC=C1C#N)C(C2=CC=C(C=C2)C#N)N3C=NC=N3. Cell line: EKVX. Synergy scores: CSS=5.61, Synergy_ZIP=-2.04, Synergy_Bliss=0.529, Synergy_Loewe=0.916, Synergy_HSA=0.964. (2) Drug 1: CCC1=CC2CC(C3=C(CN(C2)C1)C4=CC=CC=C4N3)(C5=C(C=C6C(=C5)C78CCN9C7C(C=CC9)(C(C(C8N6C)(C(=O)OC)O)OC(=O)C)CC)OC)C(=O)OC.C(C(C(=O)O)O)(C(=O)O)O. Drug 2: CCC1=C2CN3C(=CC4=C(C3=O)COC(=O)C4(CC)O)C2=NC5=C1C=C(C=C5)O. Cell line: SK-MEL-5. Synergy scores: CSS=43.5, Synergy_ZIP=0.392, Synergy_Bliss=1.98, Synergy_Loewe=-8.96, Synergy_HSA=3.34. (3) Drug 1: CCCS(=O)(=O)NC1=C(C(=C(C=C1)F)C(=O)C2=CNC3=C2C=C(C=N3)C4=CC=C(C=C4)Cl)F. Drug 2: CC1=C2C(C(=O)C3(C(CC4C(C3C(C(C2(C)C)(CC1OC(=O)C(C(C5=CC=CC=C5)NC(=O)C6=CC=CC=C6)O)O)OC(=O)C7=CC=CC=C7)(CO4)OC(=O)C)O)C)OC(=O)C. Cell line: SNB-75. Synergy scores: CSS=27.2, Synergy_ZIP=0.625, Synergy_Bliss=10.8, Synergy_Loewe=-8.86, Synergy_HSA=9.26. (4) Drug 1: C1=C(C(=O)NC(=O)N1)N(CCCl)CCCl. Drug 2: CC(C)CN1C=NC2=C1C3=CC=CC=C3N=C2N. Cell line: SF-295. Synergy scores: CSS=53.6, Synergy_ZIP=2.83, Synergy_Bliss=4.40, Synergy_Loewe=4.64, Synergy_HSA=5.03. (5) Drug 1: C1=CC=C(C=C1)NC(=O)CCCCCCC(=O)NO. Cell line: TK-10. Drug 2: CC1CCC2CC(C(=CC=CC=CC(CC(C(=O)C(C(C(=CC(C(=O)CC(OC(=O)C3CCCCN3C(=O)C(=O)C1(O2)O)C(C)CC4CCC(C(C4)OC)OCCO)C)C)O)OC)C)C)C)OC. Synergy scores: CSS=18.7, Synergy_ZIP=-5.29, Synergy_Bliss=-1.69, Synergy_Loewe=1.55, Synergy_HSA=1.66. (6) Synergy scores: CSS=12.0, Synergy_ZIP=-2.08, Synergy_Bliss=1.76, Synergy_Loewe=-4.30, Synergy_HSA=0.671. Cell line: T-47D. Drug 2: CC12CCC3C(C1CCC2=O)CC(=C)C4=CC(=O)C=CC34C. Drug 1: CCCS(=O)(=O)NC1=C(C(=C(C=C1)F)C(=O)C2=CNC3=C2C=C(C=N3)C4=CC=C(C=C4)Cl)F. (7) Drug 1: CN(C)C1=NC(=NC(=N1)N(C)C)N(C)C. Drug 2: CC12CCC3C(C1CCC2O)C(CC4=C3C=CC(=C4)O)CCCCCCCCCS(=O)CCCC(C(F)(F)F)(F)F. Cell line: SK-OV-3. Synergy scores: CSS=-5.79, Synergy_ZIP=-0.790, Synergy_Bliss=-6.22, Synergy_Loewe=-11.5, Synergy_HSA=-6.88. (8) Drug 1: C1CCN(CC1)CCOC2=CC=C(C=C2)C(=O)C3=C(SC4=C3C=CC(=C4)O)C5=CC=C(C=C5)O. Drug 2: C1CNP(=O)(OC1)N(CCCl)CCCl. Cell line: SNB-19. Synergy scores: CSS=0.857, Synergy_ZIP=-1.15, Synergy_Bliss=-3.81, Synergy_Loewe=-2.77, Synergy_HSA=-2.65.